This data is from Catalyst prediction with 721,799 reactions and 888 catalyst types from USPTO. The task is: Predict which catalyst facilitates the given reaction. (1) Reactant: Cl.[NH2:2][C@@H:3]1[C:10](=[O:11])[N:9]2[C@@H:4]1[S:5][CH2:6][C:7]([CH:24]=[CH:25][CH2:26][Cl:27])=[C:8]2[C:12]([O:14][CH2:15][C:16]1[CH:21]=[CH:20][C:19]([O:22][CH3:23])=[CH:18][CH:17]=1)=[O:13].[Cl:28][C:29]1[CH:34]=[C:33]([S:35][CH2:36][C:37](O)=[O:38])[CH:32]=[C:31]([Cl:40])[N:30]=1.N1C=CC=CC=1.P(Cl)(Cl)(OCl)=O. Product: [Cl:27][CH2:26]/[CH:25]=[CH:24]\[C:7]1[CH2:6][S:5][C@H:4]2[N:9]([C:10](=[O:11])[C@H:3]2[NH:2][C:37](=[O:38])[CH2:36][S:35][C:33]2[CH:32]=[C:31]([Cl:40])[N:30]=[C:29]([Cl:28])[CH:34]=2)[C:8]=1[C:12]([O:14][CH2:15][C:16]1[CH:21]=[CH:20][C:19]([O:22][CH3:23])=[CH:18][CH:17]=1)=[O:13]. The catalyst class is: 96. (2) Reactant: CN([CH:4]=[N:5][C:6]([C:8]1[S:9][CH:10]=[C:11]([Br:13])[CH:12]=1)=O)C.S(O)(O)(=O)=O.[CH3:19][N:20]1[CH2:25][CH2:24][N:23]([C:26]([NH2:28])=[NH:27])[CH2:22][CH2:21]1.CC([O-])(C)C.[K+]. Product: [Br:13][C:11]1[CH:12]=[C:8]([C:6]2[N:28]=[C:26]([N:23]3[CH2:24][CH2:25][N:20]([CH3:19])[CH2:21][CH2:22]3)[N:27]=[CH:4][N:5]=2)[S:9][CH:10]=1. The catalyst class is: 12.